This data is from Full USPTO retrosynthesis dataset with 1.9M reactions from patents (1976-2016). The task is: Predict the reactants needed to synthesize the given product. Given the product [F:1][C:2]1[CH:3]=[C:4]([CH:9]=[CH:10][C:11]=1[C:12]1[CH:13]=[N:14][C:15]([O:18][CH2:19][CH:20]2[CH2:21][CH2:22][N:23]([CH2:26][C:27]3([C:31]([F:34])([F:32])[F:33])[CH2:28][CH2:29][CH2:30]3)[CH2:24][CH2:25]2)=[N:16][CH:17]=1)[C:5]([OH:7])=[O:6], predict the reactants needed to synthesize it. The reactants are: [F:1][C:2]1[CH:3]=[C:4]([CH:9]=[CH:10][C:11]=1[C:12]1[CH:13]=[N:14][C:15]([O:18][CH2:19][CH:20]2[CH2:25][CH2:24][N:23]([CH2:26][C:27]3([C:31]([F:34])([F:33])[F:32])[CH2:30][CH2:29][CH2:28]3)[CH2:22][CH2:21]2)=[N:16][CH:17]=1)[C:5]([O:7]C)=[O:6].O[Li].O.